This data is from Reaction yield outcomes from USPTO patents with 853,638 reactions. The task is: Predict the reaction yield, written as a fraction of the theoretical maximum amount of product (1.0 means a 100% yield; for example, 0.34 means a 34% yield). The reactants are N#N.[NH2:3][C:4]1[CH:21]=[CH:20][C:19]([O:22][C:23]2[CH:28]=[CH:27][C:26]([Cl:29])=[CH:25][CH:24]=2)=[CH:18][C:5]=1[C:6]([NH:8][C:9]1[CH:14]=[C:13]([Cl:15])[C:12]([Cl:16])=[C:11]([Cl:17])[CH:10]=1)=[O:7].[CH3:30][S:31](Cl)(=[O:33])=[O:32]. The catalyst is C(Cl)Cl.N1C=CC=CC=1. The product is [Cl:29][C:26]1[CH:27]=[CH:28][C:23]([O:22][C:19]2[CH:20]=[CH:21][C:4]([NH:3][S:31]([CH3:30])(=[O:33])=[O:32])=[C:5]([CH:18]=2)[C:6]([NH:8][C:9]2[CH:10]=[C:11]([Cl:17])[C:12]([Cl:16])=[C:13]([Cl:15])[CH:14]=2)=[O:7])=[CH:24][CH:25]=1. The yield is 0.810.